Dataset: Forward reaction prediction with 1.9M reactions from USPTO patents (1976-2016). Task: Predict the product of the given reaction. (1) Given the reactants [ClH:1].Cl.[CH:3]([N:6]1[CH2:11][CH2:10][N:9]([CH2:12][C:13]2[C:14]([C:26]3[CH:31]=[CH:30][CH:29]=[CH:28][CH:27]=3)=[N:15][C:16]3[C:21]([C:22]=2[C:23](O)=[O:24])=[CH:20][CH:19]=[CH:18][CH:17]=3)[CH2:8][CH2:7]1)([CH3:5])[CH3:4].C(N(CC)CC)C.F[P-](F)(F)(F)(F)F.N1(OC(N(C)C)=[N+](C)C)C2C=CC=CC=2N=N1.[CH:63]1([C@@H:69]([NH2:71])[CH3:70])[CH2:68][CH2:67][CH2:66][CH2:65][CH2:64]1, predict the reaction product. The product is: [ClH:1].[ClH:1].[CH:63]1([C@@H:69]([NH:71][C:23]([C:22]2[C:21]3[C:16](=[CH:17][CH:18]=[CH:19][CH:20]=3)[N:15]=[C:14]([C:26]3[CH:31]=[CH:30][CH:29]=[CH:28][CH:27]=3)[C:13]=2[CH2:12][N:9]2[CH2:8][CH2:7][N:6]([CH:3]([CH3:5])[CH3:4])[CH2:11][CH2:10]2)=[O:24])[CH3:70])[CH2:68][CH2:67][CH2:66][CH2:65][CH2:64]1. (2) Given the reactants [F:1][C:2]1[C:23]([O:24][CH3:25])=[CH:22][C:21]([O:26][CH3:27])=[C:20]([F:28])[C:3]=1[CH2:4][O:5][C:6]1[CH:7]=[N:8][C:9]([NH:12][C:13]2[NH:17][N:16]=[C:15]([CH:18]=O)[CH:14]=2)=[N:10][CH:11]=1.[NH:29]1[CH2:34][CH2:33][O:32][CH2:31][CH2:30]1.C(O[BH-](OC(=O)C)OC(=O)C)(=O)C.[Na+].C(=O)([O-])O.[Na+], predict the reaction product. The product is: [F:28][C:20]1[C:21]([O:26][CH3:27])=[CH:22][C:23]([O:24][CH3:25])=[C:2]([F:1])[C:3]=1[CH2:4][O:5][C:6]1[CH:11]=[N:10][C:9]([NH:12][C:13]2[NH:17][N:16]=[C:15]([CH2:18][N:29]3[CH2:34][CH2:33][O:32][CH2:31][CH2:30]3)[CH:14]=2)=[N:8][CH:7]=1. (3) Given the reactants [NH2:1][C:2]1[C:3]2[C:10]([C:11]3[CH:16]=[CH:15][CH:14]=[C:13]([O:17][CH2:18][CH:19]4[CH2:23][CH2:22][C:21]([CH3:25])([CH3:24])[O:20]4)[CH:12]=3)=[CH:9][N:8]([C@H:26]3[CH2:29][C@H:28]([CH2:30]O)[CH2:27]3)[C:4]=2[N:5]=[CH:6][N:7]=1.[NH:32]1[CH2:39][CH2:38][CH2:37][C@H:33]1[C:34]([NH2:36])=[O:35], predict the reaction product. The product is: [NH2:1][C:2]1[C:3]2[C:10]([C:11]3[CH:16]=[CH:15][CH:14]=[C:13]([O:17][CH2:18][CH:19]4[CH2:23][CH2:22][C:21]([CH3:25])([CH3:24])[O:20]4)[CH:12]=3)=[CH:9][N:8]([C@H:26]3[CH2:27][C@H:28]([CH2:30][N:32]4[CH2:39][CH2:38][CH2:37][C@H:33]4[C:34]([NH2:36])=[O:35])[CH2:29]3)[C:4]=2[N:5]=[CH:6][N:7]=1. (4) Given the reactants [CH3:1][C:2]1[N:9]2[C:5](=[N:6][C:7]3[CH:13]=[CH:12][C:11]([C:14]([F:17])([F:16])[F:15])=[CH:10][C:8]=32)[S:4][CH:3]=1.[CH3:18][I:19], predict the reaction product. The product is: [I-:19].[CH3:1][C:2]1[N:9]2[C:5](=[N+:6]([CH3:18])[C:7]3[CH:13]=[CH:12][C:11]([C:14]([F:17])([F:15])[F:16])=[CH:10][C:8]=32)[S:4][CH:3]=1.